Dataset: Full USPTO retrosynthesis dataset with 1.9M reactions from patents (1976-2016). Task: Predict the reactants needed to synthesize the given product. (1) Given the product [NH2:40][C:38]1[N:37]=[CH:36][N:35]=[C:34]2[N:33]([C@H:12]([C:6]3[O:7][C:8]4[C:3]([C:4](=[O:22])[C:5]=3[C:15]3[CH:20]=[CH:19][CH:18]=[C:17]([F:21])[CH:16]=3)=[C:2]([F:1])[CH:11]=[CH:10][CH:9]=4)[CH3:13])[N:32]=[C:31]([C:28]3[CH:29]=[CH:30][C:25]([O:24][CH3:23])=[C:26]([N+:41]([O-:43])=[O:42])[CH:27]=3)[C:39]=12, predict the reactants needed to synthesize it. The reactants are: [F:1][C:2]1[CH:11]=[CH:10][CH:9]=[C:8]2[C:3]=1[C:4](=[O:22])[C:5]([C:15]1[CH:20]=[CH:19][CH:18]=[C:17]([F:21])[CH:16]=1)=[C:6]([C@H:12](O)[CH3:13])[O:7]2.[CH3:23][O:24][C:25]1[CH:30]=[CH:29][C:28]([C:31]2[C:39]3[C:34](=[N:35][CH:36]=[N:37][C:38]=3[NH2:40])[NH:33][N:32]=2)=[CH:27][C:26]=1[N+:41]([O-:43])=[O:42].C1(P(C2C=CC=CC=2)C2C=CC=CC=2)C=CC=CC=1.CC(OC(/N=N/C(OC(C)C)=O)=O)C. (2) The reactants are: C(OC(C1C=C(C2C=CC=C(F)C=2)C=C(O)C=1)=O)(C)(C)C.[C:22]([O:26][C:27](=[O:51])[C:28]1[CH:33]=[C:32]([O:34]CC2C=CC=CC=2)[CH:31]=[C:30]([C:42]2[CH:50]=[CH:49][C:45]3[O:46][CH2:47][O:48][C:44]=3[CH:43]=2)[CH:29]=1)([CH3:25])([CH3:24])[CH3:23]. Given the product [C:22]([O:26][C:27](=[O:51])[C:28]1[CH:33]=[C:32]([OH:34])[CH:31]=[C:30]([C:42]2[CH:50]=[CH:49][C:45]3[O:46][CH2:47][O:48][C:44]=3[CH:43]=2)[CH:29]=1)([CH3:25])([CH3:23])[CH3:24], predict the reactants needed to synthesize it. (3) Given the product [CH3:26][CH:25]1[CH2:24][C:23]2[C:18](=[CH:19][CH:20]=[CH:21][CH:22]=2)[O:17][CH2:16]1, predict the reactants needed to synthesize it. The reactants are: C([CH:16]1[CH:25]([CH3:26])[CH2:24][C:23]2[C:18](=[CH:19][CH:20]=[CH:21][CH:22]=2)[O:17]1)CCCCCCCCCCCCCC.[BH4-].[Na+]. (4) Given the product [NH2:27][C:20]1[N:19]=[C:18]2[C:23]([N:24]=[CH:25][N:17]2[C@@H:13]2[O:12][C@H:11]([CH2:28][OH:29])[C@@H:10]([OH:9])[C@:14]2([F:16])[CH3:15])=[C:22]([Cl:26])[N:21]=1, predict the reactants needed to synthesize it. The reactants are: C([O:9][C@H:10]1[C@:14]([F:16])([CH3:15])[C@H:13]([N:17]2[CH:25]=[N:24][C:23]3[C:18]2=[N:19][C:20]([NH2:27])=[N:21][C:22]=3[Cl:26])[O:12][C@@H:11]1[CH2:28][O:29]C(=O)C1C=CC=CC=1)(=O)C1C=CC=CC=1.CN(C)C.